This data is from Reaction yield outcomes from USPTO patents with 853,638 reactions. The task is: Predict the reaction yield, written as a fraction of the theoretical maximum amount of product (1.0 means a 100% yield; for example, 0.34 means a 34% yield). (1) The reactants are [CH3:1][N:2]1[CH2:7][CH2:6][N:5]([CH2:8][CH2:9][O:10][C:11]2[CH:16]=[CH:15][N:14]3[C:17]([C:20]([O-])=[O:21])=[CH:18][N:19]=[C:13]3[CH:12]=2)[CH2:4][CH2:3]1.[Li+].CN1C(=O)CCC1.ClC1C=C(Cl)C=C(Cl)C=1C(Cl)=O.[NH2:43][C:44]1[CH:52]=[CH:51][CH:50]=[C:49]2[C:45]=1[CH:46]=[N:47][N:48]2[CH2:53][C:54]1[CH:55]=[C:56]([CH:59]=[CH:60][CH:61]=1)[C:57]#[N:58]. The catalyst is CCOC(C)=O.C([O-])(O)=O.[Na+]. The product is [C:57]([C:56]1[CH:55]=[C:54]([CH:61]=[CH:60][CH:59]=1)[CH2:53][N:48]1[C:49]2[C:45](=[C:44]([NH:43][C:20]([C:17]3[N:14]4[CH:15]=[CH:16][C:11]([O:10][CH2:9][CH2:8][N:5]5[CH2:6][CH2:7][N:2]([CH3:1])[CH2:3][CH2:4]5)=[CH:12][C:13]4=[N:19][CH:18]=3)=[O:21])[CH:52]=[CH:51][CH:50]=2)[CH:46]=[N:47]1)#[N:58]. The yield is 0.420. (2) The reactants are [C:1]([O:5][C:6](=[O:33])[C:7]1[CH:12]=[C:11]([O:13][CH2:14][C:15]2[CH:20]=[CH:19][CH:18]=[CH:17][CH:16]=2)[C:10]([CH2:21][C:22]([CH3:24])=[CH2:23])=[C:9]([O:25][CH2:26][C:27]2[CH:32]=[CH:31][CH:30]=[CH:29][CH:28]=2)[CH:8]=1)([CH3:4])([CH3:3])[CH3:2].C1C=C(Cl)C=C(C(OO)=[O:42])C=1. The catalyst is C(Cl)Cl. The product is [C:1]([O:5][C:6](=[O:33])[C:7]1[CH:8]=[C:9]([O:25][CH2:26][C:27]2[CH:28]=[CH:29][CH:30]=[CH:31][CH:32]=2)[C:10]([CH2:21][C:22]2([CH3:24])[CH2:23][O:42]2)=[C:11]([O:13][CH2:14][C:15]2[CH:16]=[CH:17][CH:18]=[CH:19][CH:20]=2)[CH:12]=1)([CH3:2])([CH3:3])[CH3:4]. The yield is 0.482.